Dataset: Full USPTO retrosynthesis dataset with 1.9M reactions from patents (1976-2016). Task: Predict the reactants needed to synthesize the given product. (1) The reactants are: [N+:1]([C:4]1[CH:28]=[CH:27][C:26]([O:29][C:30]([F:33])([F:32])[F:31])=[CH:25][C:5]=1[C:6]([NH:8][CH2:9][C:10]([NH:12][C@@H:13]1[CH2:17][CH2:16][N:15](CC2C=CC=CC=2)[CH2:14]1)=[O:11])=[O:7])([O-])=O.[H][H].[N+]([O-])(O)=O. Given the product [NH2:1][C:4]1[CH:28]=[CH:27][C:26]([O:29][C:30]([F:33])([F:31])[F:32])=[CH:25][C:5]=1[C:6]([NH:8][CH2:9][C:10]([NH:12][C@@H:13]1[CH2:17][CH2:16][NH:15][CH2:14]1)=[O:11])=[O:7], predict the reactants needed to synthesize it. (2) Given the product [Cl:1][C:2]1[C:7]([NH:8][CH2:9][C:10]2[CH:15]=[C:14]([C:16]3[CH:21]=[CH:20][CH:19]=[C:18]([F:22])[CH:17]=3)[CH:13]=[CH:12][C:11]=2[F:23])=[C:6]([F:24])[CH:5]=[CH:4][C:3]=1[O:25][CH2:33][C:34]([O:36][CH2:37][CH3:38])=[O:35], predict the reactants needed to synthesize it. The reactants are: [Cl:1][C:2]1[C:7]([NH:8][CH2:9][C:10]2[CH:15]=[C:14]([C:16]3[CH:21]=[CH:20][CH:19]=[C:18]([F:22])[CH:17]=3)[CH:13]=[CH:12][C:11]=2[F:23])=[C:6]([F:24])[CH:5]=[CH:4][C:3]=1[OH:25].C([O-])([O-])=O.[Cs+].[Cs+].Br[CH2:33][C:34]([O:36][CH2:37][CH3:38])=[O:35].O. (3) Given the product [F:31][C:26]1[CH:27]=[CH:28][CH:29]=[CH:30][C:25]=1[C:22]1[CH:23]=[CH:24][C:19]([O:18][CH2:17][C:14]2[CH:13]=[CH:12][C:11]([C:8]3[CH:9]=[CH:10][C:5]([C:3]([OH:4])=[O:2])=[N:6][CH:7]=3)=[CH:16][CH:15]=2)=[CH:20][C:21]=1[C:32]([F:35])([F:33])[F:34], predict the reactants needed to synthesize it. The reactants are: C[O:2][C:3]([C:5]1[CH:10]=[CH:9][C:8]([C:11]2[CH:16]=[CH:15][C:14]([CH2:17][O:18][C:19]3[CH:24]=[CH:23][C:22]([C:25]4[CH:30]=[CH:29][CH:28]=[CH:27][C:26]=4[F:31])=[C:21]([C:32]([F:35])([F:34])[F:33])[CH:20]=3)=[CH:13][CH:12]=2)=[CH:7][N:6]=1)=[O:4].[OH-].[Na+]. (4) Given the product [CH3:1][N:2]1[CH2:3][CH2:4][N:5]([C:8]2[CH:13]=[CH:12][C:11]([NH2:14])=[C:10]([N:17]3[CH2:22][CH2:21][CH2:20][CH2:19][CH2:18]3)[CH:9]=2)[CH2:6][CH2:7]1, predict the reactants needed to synthesize it. The reactants are: [CH3:1][N:2]1[CH2:7][CH2:6][N:5]([C:8]2[CH:13]=[CH:12][C:11]([N+:14]([O-])=O)=[C:10]([N:17]3[CH2:22][CH2:21][CH2:20][CH2:19][CH2:18]3)[CH:9]=2)[CH2:4][CH2:3]1. (5) The reactants are: [CH:1]1(C(O)CO)[C:9]2[C:4](=[CH:5][CH:6]=[CH:7][CH:8]=2)[CH2:3][CH2:2]1.I(O)(=O)(=O)=O.[CH2:19]([OH:21])C. Given the product [CH2:3]1[C:4]2[C:9](=[CH:8][C:7]([CH:19]=[O:21])=[CH:6][CH:5]=2)[CH2:1][CH2:2]1, predict the reactants needed to synthesize it. (6) Given the product [CH3:21][C:16]([CH3:22])([CH2:15][C:14]([C:11]1[CH:12]=[CH:13][C:8]([C:5]2[CH:4]=[CH:3][C:2]([NH:1][C:32]3[O:33][C:29]4[CH:28]=[CH:27][CH:26]=[C:25]([CH3:24])[C:30]=4[N:31]=3)=[CH:7][CH:6]=2)=[CH:9][CH:10]=1)=[O:23])[C:17]([OH:19])=[O:18], predict the reactants needed to synthesize it. The reactants are: [NH2:1][C:2]1[CH:7]=[CH:6][C:5]([C:8]2[CH:13]=[CH:12][C:11]([C:14](=[O:23])[CH2:15][C:16]([CH3:22])([CH3:21])[C:17]([O:19]C)=[O:18])=[CH:10][CH:9]=2)=[CH:4][CH:3]=1.[CH3:24][C:25]1[C:30]2[N:31]=[C:32](S(C)(=O)=O)[O:33][C:29]=2[CH:28]=[CH:27][CH:26]=1.[OH-].[Na+].Cl. (7) Given the product [Cl:12][C:13]1[CH:20]=[C:19]([F:21])[CH:18]=[CH:17][C:14]=1[CH:15]1[C:24]([C:25]([O:27][CH2:28][CH3:29])=[O:26])=[C:23]([CH3:30])[NH:10][C:9]([C:4]2[C:3]([F:2])=[CH:8][CH:7]=[CH:6][N:5]=2)=[N:11]1, predict the reactants needed to synthesize it. The reactants are: Cl.[F:2][C:3]1[C:4]([C:9](=[NH:11])[NH2:10])=[N:5][CH:6]=[CH:7][CH:8]=1.[Cl:12][C:13]1[CH:20]=[C:19]([F:21])[CH:18]=[CH:17][C:14]=1[CH:15]=O.O=[C:23]([CH3:30])[CH2:24][C:25]([O:27][CH2:28][CH3:29])=[O:26].